Predict the reactants needed to synthesize the given product. From a dataset of Full USPTO retrosynthesis dataset with 1.9M reactions from patents (1976-2016). (1) Given the product [N+:1]([C:10]1[CH:11]=[CH:12][CH:13]=[C:14]2[C:9]=1[CH:8]=[C:7]([OH:15])[CH:6]=[N:5]2)([O-:4])=[O:2], predict the reactants needed to synthesize it. The reactants are: [N+:1]([O-:4])(O)=[O:2].[N:5]1[C:14]2[C:9](=[CH:10][CH:11]=[CH:12][CH:13]=2)[CH:8]=[C:7]([OH:15])[CH:6]=1.[OH-].[Na+]. (2) Given the product [Cl:1][C:2]1[N:10]=[C:9]2[C:5]([N:6]=[CH:7][NH:8]2)=[C:4]([NH:20][C:17]2[CH:18]=[CH:19][C:14]([N:13]([CH3:21])[CH3:12])=[CH:15][CH:16]=2)[N:3]=1, predict the reactants needed to synthesize it. The reactants are: [Cl:1][C:2]1[N:10]=[C:9]2[C:5]([NH:6][CH:7]=[N:8]2)=[C:4](Cl)[N:3]=1.[CH3:12][N:13]([CH3:21])[C:14]1[CH:19]=[CH:18][C:17]([NH2:20])=[CH:16][CH:15]=1. (3) Given the product [CH2:3]([N:7]1[C:11]([CH2:12][O:13][CH3:14])=[C:10]([C:15]2[O:17][N:22]=[C:21]([C:23]3[CH:28]=[CH:27][C:26]([CH2:29][OH:30])=[CH:25][CH:24]=3)[N:20]=2)[CH:9]=[N:8]1)[CH:4]([CH3:5])[CH3:6], predict the reactants needed to synthesize it. The reactants are: [H-].[Na+].[CH2:3]([N:7]1[C:11]([CH2:12][O:13][CH3:14])=[C:10]([C:15]([O:17]C)=O)[CH:9]=[N:8]1)[CH:4]([CH3:6])[CH3:5].O[N:20]=[C:21]([C:23]1[CH:28]=[CH:27][C:26]([CH2:29][OH:30])=[CH:25][CH:24]=1)[NH2:22].O. (4) Given the product [Cl:1][C:2]1[CH:3]=[C:4]([NH:22][C:23]2[C:33]3[CH:32]=[C:31]([C:34]([NH:38][C:39]([CH3:48])([CH3:47])[CH2:40][S:41]([CH2:44][CH2:45][OH:46])(=[O:43])=[O:42])=[O:36])[CH2:30][CH2:29][NH:28][C:27]=3[N:26]=[CH:25][N:24]=2)[CH:5]=[CH:6][C:7]=1[O:8][C:9]1[CH:14]=[CH:13][CH:12]=[C:11]([S:15]([CH2:18][CH:19]2[CH2:21][CH2:20]2)(=[O:16])=[O:17])[CH:10]=1, predict the reactants needed to synthesize it. The reactants are: [Cl:1][C:2]1[CH:3]=[C:4]([NH:22][C:23]2[C:33]3[CH:32]=[C:31]([C:34]([OH:36])=O)[CH2:30][CH2:29][NH:28][C:27]=3[N:26]=[CH:25][N:24]=2)[CH:5]=[CH:6][C:7]=1[O:8][C:9]1[CH:14]=[CH:13][CH:12]=[C:11]([S:15]([CH2:18][CH:19]2[CH2:21][CH2:20]2)(=[O:17])=[O:16])[CH:10]=1.Cl.[NH2:38][C:39]([CH3:48])([CH3:47])[CH2:40][S:41]([CH2:44][CH2:45][OH:46])(=[O:43])=[O:42].Cl.C(N=C=NCCCN(C)C)C.O.ON1C2C=CC=CC=2N=N1. (5) Given the product [CH3:1][S:2]([O:6][CH:7]1[CH2:12][CH2:11][CH2:10][N:9]([C:13]([O:15][C:16]([CH3:19])([CH3:18])[CH3:17])=[O:14])[CH2:8]1)(=[O:4])=[O:3], predict the reactants needed to synthesize it. The reactants are: [CH3:1][S:2](Cl)(=[O:4])=[O:3].[OH:6][CH:7]1[CH2:12][CH2:11][CH2:10][N:9]([C:13]([O:15][C:16]([CH3:19])([CH3:18])[CH3:17])=[O:14])[CH2:8]1.CCN(CC)CC. (6) Given the product [SH:37][C:9]1[CH:8]=[C:7]([CH:12]=[CH:11][CH:10]=1)[C:5]([N:4]([CH3:17])[CH3:3])=[O:6], predict the reactants needed to synthesize it. The reactants are: II.[CH3:3][N:4]([CH3:17])[C:5]([C:7]1[CH:12]=[CH:11][CH:10]=[CH:9][C:8]=1S(Cl)(=O)=O)=[O:6].C1(P(C2C=CC=CC=2)C2C=CC=CC=2)C=CC=CC=1.[S:37]([O-])([O-])=O.[Na+].[Na+].